Dataset: Forward reaction prediction with 1.9M reactions from USPTO patents (1976-2016). Task: Predict the product of the given reaction. Given the reactants [O:1]([C:8]1[CH:13]=[CH:12][C:11]([C:14]2[C:22]3[C:17](=[N:18][CH:19]=[N:20][C:21]=3[NH2:23])[N:16]([CH:24]3[CH2:27][C:26]4([CH2:32][CH2:31][NH:30][CH2:29][CH2:28]4)[CH2:25]3)[N:15]=2)=[CH:10][CH:9]=1)[C:2]1[CH:7]=[CH:6][CH:5]=[CH:4][CH:3]=1.C(N(CC)CC)C.[C:40](Cl)(=[O:43])[CH:41]=[CH2:42], predict the reaction product. The product is: [NH2:23][C:21]1[N:20]=[CH:19][N:18]=[C:17]2[N:16]([CH:24]3[CH2:27][C:26]4([CH2:32][CH2:31][N:30]([C:40](=[O:43])[CH:41]=[CH2:42])[CH2:29][CH2:28]4)[CH2:25]3)[N:15]=[C:14]([C:11]3[CH:10]=[CH:9][C:8]([O:1][C:2]4[CH:3]=[CH:4][CH:5]=[CH:6][CH:7]=4)=[CH:13][CH:12]=3)[C:22]=12.